Task: Regression. Given two drug SMILES strings and cell line genomic features, predict the synergy score measuring deviation from expected non-interaction effect.. Dataset: NCI-60 drug combinations with 297,098 pairs across 59 cell lines (1) Drug 2: C1=NC2=C(N1)C(=S)N=CN2. Cell line: DU-145. Synergy scores: CSS=9.29, Synergy_ZIP=-10.5, Synergy_Bliss=-15.3, Synergy_Loewe=-31.2, Synergy_HSA=-17.0. Drug 1: CNC(=O)C1=CC=CC=C1SC2=CC3=C(C=C2)C(=NN3)C=CC4=CC=CC=N4. (2) Drug 1: CCC1(CC2CC(C3=C(CCN(C2)C1)C4=CC=CC=C4N3)(C5=C(C=C6C(=C5)C78CCN9C7C(C=CC9)(C(C(C8N6C)(C(=O)OC)O)OC(=O)C)CC)OC)C(=O)OC)O.OS(=O)(=O)O. Drug 2: CCC1=C2CN3C(=CC4=C(C3=O)COC(=O)C4(CC)O)C2=NC5=C1C=C(C=C5)O. Cell line: SK-MEL-5. Synergy scores: CSS=14.2, Synergy_ZIP=-1.34, Synergy_Bliss=6.87, Synergy_Loewe=-8.27, Synergy_HSA=4.68. (3) Drug 1: C1=NC(=NC(=O)N1C2C(C(C(O2)CO)O)O)N. Drug 2: CNC(=O)C1=NC=CC(=C1)OC2=CC=C(C=C2)NC(=O)NC3=CC(=C(C=C3)Cl)C(F)(F)F. Cell line: ACHN. Synergy scores: CSS=9.30, Synergy_ZIP=-2.38, Synergy_Bliss=-1.42, Synergy_Loewe=-19.0, Synergy_HSA=-4.88. (4) Drug 1: CC1=CC2C(CCC3(C2CCC3(C(=O)C)OC(=O)C)C)C4(C1=CC(=O)CC4)C. Drug 2: CCCCCOC(=O)NC1=NC(=O)N(C=C1F)C2C(C(C(O2)C)O)O. Cell line: UO-31. Synergy scores: CSS=0.859, Synergy_ZIP=-2.31, Synergy_Bliss=-4.35, Synergy_Loewe=-4.15, Synergy_HSA=-3.39. (5) Drug 2: COC1=C2C(=CC3=C1OC=C3)C=CC(=O)O2. Cell line: CAKI-1. Synergy scores: CSS=-2.46, Synergy_ZIP=-4.17, Synergy_Bliss=-8.55, Synergy_Loewe=-13.7, Synergy_HSA=-10.4. Drug 1: CC1=C(C=C(C=C1)NC2=NC=CC(=N2)N(C)C3=CC4=NN(C(=C4C=C3)C)C)S(=O)(=O)N.Cl. (6) Drug 1: CC12CCC(CC1=CCC3C2CCC4(C3CC=C4C5=CN=CC=C5)C)O. Drug 2: C1=NNC2=C1C(=O)NC=N2. Cell line: NCIH23. Synergy scores: CSS=21.3, Synergy_ZIP=-1.84, Synergy_Bliss=0.478, Synergy_Loewe=0.370, Synergy_HSA=0.626. (7) Drug 1: CC(CN1CC(=O)NC(=O)C1)N2CC(=O)NC(=O)C2. Drug 2: CCC1(CC2CC(C3=C(CCN(C2)C1)C4=CC=CC=C4N3)(C5=C(C=C6C(=C5)C78CCN9C7C(C=CC9)(C(C(C8N6C=O)(C(=O)OC)O)OC(=O)C)CC)OC)C(=O)OC)O.OS(=O)(=O)O. Cell line: SF-295. Synergy scores: CSS=29.4, Synergy_ZIP=-8.32, Synergy_Bliss=-0.559, Synergy_Loewe=2.44, Synergy_HSA=2.54.